Dataset: Reaction yield outcomes from USPTO patents with 853,638 reactions. Task: Predict the reaction yield, written as a fraction of the theoretical maximum amount of product (1.0 means a 100% yield; for example, 0.34 means a 34% yield). (1) The reactants are [C:1]([O:9][C@@H:10]1[C@H:14]([CH2:15][O:16][C:17](=[O:24])[C:18]2[CH:23]=[CH:22][CH:21]=[CH:20][CH:19]=2)[O:13][C@H:12]([N:25]2[CH:32]=[CH:31][C:29](=[O:30])[NH:28][C:26]2=[O:27])[C@H:11]1[OH:33])(=[O:8])[C:2]1[CH:7]=[CH:6][CH:5]=[CH:4][CH:3]=1.C1(N=C=NC2CCCCC2)CCCCC1.ClC(Cl)C(O)=O.C(O)(=O)C(O)=O.[BH4-].[Na+]. The catalyst is C(OCC)(=O)C.CO.N1C=CC=CC=1.C1C=CC=CC=1.CS(C)=O. The product is [C:1]([O:9][C@H:10]1[C@H:14]([CH2:15][O:16][C:17](=[O:24])[C:18]2[CH:23]=[CH:22][CH:21]=[CH:20][CH:19]=2)[O:13][C@H:12]([N:25]2[CH:32]=[CH:31][C:29](=[O:30])[NH:28][C:26]2=[O:27])[C@@H:11]1[OH:33])(=[O:8])[C:2]1[CH:7]=[CH:6][CH:5]=[CH:4][CH:3]=1. The yield is 0.660. (2) The reactants are [Cl:1][C:2]1[CH:3]=[C:4]([CH:12]([CH2:30][CH:31]2[CH2:35][CH2:34][CH2:33][CH2:32]2)[C:13]([NH:15][C:16]2[CH:21]=[N:20][C:19]([CH:22]=[C:23]3[S:27][C:26](=[O:28])[NH:25][C:24]3=[O:29])=[CH:18][N:17]=2)=[O:14])[CH:5]=[CH:6][C:7]=1[S:8]([CH3:11])(=[O:10])=[O:9].C(OC(C1CC(C(OCC)=O)=C(C)NC=1C)=O)C.C(O)(=O)C. The catalyst is C1(C)C=CC=CC=1. The product is [Cl:1][C:2]1[CH:3]=[C:4]([CH:12]([CH2:30][CH:31]2[CH2:32][CH2:33][CH2:34][CH2:35]2)[C:13]([NH:15][C:16]2[CH:21]=[N:20][C:19]([CH2:22][CH:23]3[S:27][C:26](=[O:28])[NH:25][C:24]3=[O:29])=[CH:18][N:17]=2)=[O:14])[CH:5]=[CH:6][C:7]=1[S:8]([CH3:11])(=[O:10])=[O:9]. The yield is 0.570. (3) The reactants are [Cl:1][C:2]1[CH:7]=[CH:6][C:5]([C:8]2([O:14][CH3:15])[CH2:13][CH2:12][NH:11][CH2:10][CH2:9]2)=[CH:4][CH:3]=1.N1C(C)=CC=CC=1C.II.Br[CH2:27][CH2:28][CH:29]=[C:30]1[C:36]2[CH:37]=[CH:38][CH:39]=[N:40][C:35]=2[CH2:34][O:33][C:32]2[CH:41]=[CH:42][C:43]([C:45]([OH:48])([CH3:47])[CH3:46])=[CH:44][C:31]1=2. The catalyst is C(O)(C)C. The product is [Cl:1][C:2]1[CH:7]=[CH:6][C:5]([C:8]2([O:14][CH3:15])[CH2:9][CH2:10][N:11]([CH2:27][CH2:28][CH:29]=[C:30]3[C:36]4[CH:37]=[CH:38][CH:39]=[N:40][C:35]=4[CH2:34][O:33][C:32]4[CH:41]=[CH:42][C:43]([C:45]([OH:48])([CH3:47])[CH3:46])=[CH:44][C:31]3=4)[CH2:12][CH2:13]2)=[CH:4][CH:3]=1. The yield is 0.420.